This data is from Catalyst prediction with 721,799 reactions and 888 catalyst types from USPTO. The task is: Predict which catalyst facilitates the given reaction. (1) Reactant: [NH2:1][CH:2]([C:16]1[CH:17]=[N:18][CH:19]=[CH:20][CH:21]=1)[CH:3]1[CH2:8][CH2:7][N:6](C(OC(C)(C)C)=O)[CH2:5][CH2:4]1.C(C(O)=O)(F)(F)F. Product: [NH:6]1[CH2:7][CH2:8][CH:3]([CH:2]([C:16]2[CH:17]=[N:18][CH:19]=[CH:20][CH:21]=2)[NH2:1])[CH2:4][CH2:5]1. The catalyst class is: 2. (2) Reactant: [Br:1][C:2]1[CH:15]=[CH:14][C:5]([C:6]([C@@H:8]2[CH2:10][C@H:9]2[C:11]([OH:13])=[O:12])=[O:7])=[CH:4][CH:3]=1.[CH3:16]OC(OC)(C)C.Cl. Product: [Br:1][C:2]1[CH:3]=[CH:4][C:5]([C:6]([C@@H:8]2[CH2:10][C@H:9]2[C:11]([O:13][CH3:16])=[O:12])=[O:7])=[CH:14][CH:15]=1. The catalyst class is: 5. (3) Reactant: [C:1]([C:4]1[CH:27]=[CH:26][C:7]([O:8][CH2:9][C:10]2[CH:15]=[CH:14][C:13]([CH:16](O)[C:17]3[CH:18]=[C:19]([CH:22]=[CH:23][CH:24]=3)[C:20]#[N:21])=[CH:12][CH:11]=2)=[C:6]([C:28]([F:31])([F:30])[F:29])[C:5]=1[OH:32])(=[O:3])[CH3:2].[SiH](CC)(CC)CC.B(F)(F)F. Product: [C:1]([C:4]1[CH:27]=[CH:26][C:7]([O:8][CH2:9][C:10]2[CH:15]=[CH:14][C:13]([CH2:16][C:17]3[CH:18]=[C:19]([CH:22]=[CH:23][CH:24]=3)[C:20]#[N:21])=[CH:12][CH:11]=2)=[C:6]([C:28]([F:30])([F:31])[F:29])[C:5]=1[OH:32])(=[O:3])[CH3:2]. The catalyst class is: 2. (4) Reactant: [O:1]=[C:2]1[NH:10][C:5]2=[N:6][CH:7]=[CH:8][CH:9]=[C:4]2[N:3]1[CH:11]1[CH2:16][CH2:15][N:14]([C:17]2[N:22]=[CH:21][N:20]=[C:19]([C:23]([OH:25])=O)[CH:18]=2)[CH2:13][CH2:12]1.[NH:26]1[C:34]2[C:29](=[C:30]([NH2:35])[CH:31]=[CH:32][CH:33]=2)[CH:28]=[N:27]1.CN(C(ON1N=NC2C=CC=CC1=2)=[N+](C)C)C.[B-](F)(F)(F)F. Product: [NH:26]1[C:34]2[C:29](=[C:30]([NH:35][C:23]([C:19]3[CH:18]=[C:17]([N:14]4[CH2:15][CH2:16][CH:11]([N:3]5[C:4]6[C:5](=[N:6][CH:7]=[CH:8][CH:9]=6)[NH:10][C:2]5=[O:1])[CH2:12][CH2:13]4)[N:22]=[CH:21][N:20]=3)=[O:25])[CH:31]=[CH:32][CH:33]=2)[CH:28]=[N:27]1. The catalyst class is: 3. (5) Product: [OH:1][CH:2]1[CH:18]2[CH:9]([CH2:10][CH2:11][C:12]3[C:17]2([CH3:19])[CH2:16][CH2:15][C:14](=[O:20])[CH:13]=3)[CH:8]2[C:4]([CH3:24])([CH:5]([C:21]3[O:22][N:32]=[C:36]([CH3:35])[N:38]=3)[CH2:6][CH2:7]2)[CH2:3]1. Reactant: [OH:1][CH:2]1[CH:18]2[CH:9]([CH2:10][CH2:11][C:12]3[C:17]2([CH3:19])[CH2:16][CH2:15][C:14](=[O:20])[CH:13]=3)[CH:8]2[C:4]([CH3:24])([CH:5]([C:21](O)=[O:22])[CH2:6][CH2:7]2)[CH2:3]1.C([N:32]1[CH:36]=[CH:35]N=C1)(N1C=CN=C1)=O.C[N:38](C=O)C. The catalyst class is: 13.